Predict the product of the given reaction. From a dataset of Forward reaction prediction with 1.9M reactions from USPTO patents (1976-2016). (1) Given the reactants Br[C:2]1[CH:3]=[C:4]([Cl:20])[C:5]2[O:9][CH:8]([CH2:10][NH:11][C:12](=[O:18])[O:13][C:14]([CH3:17])([CH3:16])[CH3:15])[CH2:7][C:6]=2[CH:19]=1.[CH3:21][C:22]1[C:26]([CH3:27])=[CH:25][S:24][C:23]=1[C:28](=[O:30])[CH3:29].C([O-])(=O)C.[Na+].O, predict the reaction product. The product is: [C:28]([C:23]1[S:24][C:25]([C:2]2[CH:3]=[C:4]([Cl:20])[C:5]3[O:9][CH:8]([CH2:10][NH:11][C:12](=[O:18])[O:13][C:14]([CH3:17])([CH3:16])[CH3:15])[CH2:7][C:6]=3[CH:19]=2)=[C:26]([CH3:27])[C:22]=1[CH3:21])(=[O:30])[CH3:29]. (2) Given the reactants C(N(CC)CC)C.[C:8](Cl)(=[O:10])[CH3:9].C1COCC1.[CH2:17]([N:24]1[CH2:28][CH2:27][C@H:26]([OH:29])[CH2:25]1)[C:18]1[CH:23]=[CH:22][CH:21]=[CH:20][CH:19]=1, predict the reaction product. The product is: [CH2:17]([N:24]1[CH2:28][CH2:27][C@H:26]([O:29][C:8](=[O:10])[CH3:9])[CH2:25]1)[C:18]1[CH:19]=[CH:20][CH:21]=[CH:22][CH:23]=1. (3) Given the reactants [F:1][C:2]1[CH:3]=[C:4]([S:14]([NH:17][C:18]2[CH:23]=[C:22]([N+:24]([O-])=O)[CH:21]=[CH:20][C:19]=2[O:27][CH3:28])(=[O:16])=[O:15])[CH:5]=[CH:6][C:7]=1[C:8]1[O:9][C:10]([CH3:13])=[CH:11][CH:12]=1, predict the reaction product. The product is: [NH2:24][C:22]1[CH:21]=[CH:20][C:19]([O:27][CH3:28])=[C:18]([NH:17][S:14]([C:4]2[CH:5]=[CH:6][C:7]([C:8]3[O:9][C:10]([CH3:13])=[CH:11][CH:12]=3)=[C:2]([F:1])[CH:3]=2)(=[O:16])=[O:15])[CH:23]=1. (4) The product is: [CH:15]1[C:14]2[CH2:13][CH:12]3[CH:7]([CH2:8][CH2:9][CH2:10][CH2:11]3)[C:6]=2[CH:5]=[CH:4][C:3]=1[OH:2]. Given the reactants C[O:2][C:3]1[CH:15]=[C:14]2[C:6]([CH:7]3[CH:12]([CH2:13]2)[CH2:11][CH2:10][CH2:9][CH2:8]3)=[CH:5][CH:4]=1.B(Br)(Br)Br, predict the reaction product. (5) Given the reactants [Cl-].O[NH3+:3].[C:4](=[O:7])([O-])[OH:5].[Na+].CS(C)=O.[F:13][C:14]1[CH:15]=[C:16]([C:41]2[C:42]([C:47]#[N:48])=[CH:43][CH:44]=[CH:45][CH:46]=2)[CH:17]=[CH:18][C:19]=1[CH2:20][C:21]1[C:26](=[O:27])[N:25]([C:28]2[CH:33]=[CH:32][C:31]([O:34][CH:35]=[CH2:36])=[CH:30][CH:29]=2)[C:24]([CH3:37])=[N:23][C:22]=1[CH2:38][CH2:39][CH3:40], predict the reaction product. The product is: [F:13][C:14]1[CH:15]=[C:16]([C:41]2[CH:46]=[CH:45][CH:44]=[CH:43][C:42]=2[C:47]2[NH:3][C:4](=[O:7])[O:5][N:48]=2)[CH:17]=[CH:18][C:19]=1[CH2:20][C:21]1[C:26](=[O:27])[N:25]([C:28]2[CH:33]=[CH:32][C:31]([O:34][CH:35]=[CH2:36])=[CH:30][CH:29]=2)[C:24]([CH3:37])=[N:23][C:22]=1[CH2:38][CH2:39][CH3:40].